From a dataset of Reaction yield outcomes from USPTO patents with 853,638 reactions. Predict the reaction yield, written as a fraction of the theoretical maximum amount of product (1.0 means a 100% yield; for example, 0.34 means a 34% yield). The reactants are [F:1][C:2]1[CH:3]=[CH:4][C:5]2[S:9][C:8](C(O)=O)=[CH:7][C:6]=2[C:13]=1[O:14][CH3:15].C1CCN2C(=NCCC2)CC1. The catalyst is CC(N(C)C)=O. The product is [F:1][C:2]1[CH:3]=[CH:4][C:5]2[S:9][CH:8]=[CH:7][C:6]=2[C:13]=1[O:14][CH3:15]. The yield is 0.230.